Dataset: Human liver microsome stability data. Task: Regression/Classification. Given a drug SMILES string, predict its absorption, distribution, metabolism, or excretion properties. Task type varies by dataset: regression for continuous measurements (e.g., permeability, clearance, half-life) or binary classification for categorical outcomes (e.g., BBB penetration, CYP inhibition). Dataset: hlm. (1) The drug is COC(=O)Nc1ccc2c(c1)N[C@@H](C(F)(F)F)CCCC[C@H](NC(=O)C=Cc1cc(Cl)ccc1-n1cnnn1)c1nc-2c[nH]1. The result is 0 (unstable in human liver microsomes). (2) The compound is COc1ccc2c(c1)[C@]1(C[C@H]1c1ccc3c(C=Cc4ccc(N5CCN(C)CC5)nc4)[nH]nc3c1)C(=O)N2. The result is 1 (stable in human liver microsomes).